Dataset: Catalyst prediction with 721,799 reactions and 888 catalyst types from USPTO. Task: Predict which catalyst facilitates the given reaction. Reactant: [F:1][C:2]1[CH:3]=[C:4]2[C:9](=[CH:10][C:11]=1[F:12])[NH:8][C:7](=[O:13])[CH2:6][CH2:5]2.[H-].[Na+].[Cl:16][CH2:17][CH2:18][CH2:19]I. Product: [Cl:16][CH2:17][CH2:18][CH2:19][N:8]1[C:9]2[C:4](=[CH:3][C:2]([F:1])=[C:11]([F:12])[CH:10]=2)[CH2:5][CH2:6][C:7]1=[O:13]. The catalyst class is: 3.